Task: Predict the product of the given reaction.. Dataset: Forward reaction prediction with 1.9M reactions from USPTO patents (1976-2016) The product is: [C:1]([C:5]1[N:6]=[C:7]([NH:10][C:11]([C:13]2[CH:45]=[CH:44][N:16]3[C:17](=[O:43])[C:18](/[CH:27]=[CH:28]/[C:29]4[N:33]([CH2:34][C:35]5[CH:36]=[CH:37][C:38]([O:41][CH3:42])=[CH:39][CH:40]=5)[N:32]=[N:31][N:30]=4)=[C:19]([N:21]4[CH2:26][CH2:25][N:24]([C:53](=[O:54])[CH2:52][NH:51][C:49](=[O:50])[CH2:48][N:47]([CH3:56])[CH3:46])[CH2:23][CH2:22]4)[N:20]=[C:15]3[CH:14]=2)=[O:12])[S:8][CH:9]=1)([CH3:4])([CH3:2])[CH3:3]. Given the reactants [C:1]([C:5]1[N:6]=[C:7]([NH:10][C:11]([C:13]2[CH:45]=[CH:44][N:16]3[C:17](=[O:43])[C:18](/[CH:27]=[CH:28]/[C:29]4[N:33]([CH2:34][C:35]5[CH:40]=[CH:39][C:38]([O:41][CH3:42])=[CH:37][CH:36]=5)[N:32]=[N:31][N:30]=4)=[C:19]([N:21]4[CH2:26][CH2:25][NH:24][CH2:23][CH2:22]4)[N:20]=[C:15]3[CH:14]=2)=[O:12])[S:8][CH:9]=1)([CH3:4])([CH3:3])[CH3:2].[CH3:46][N:47]([CH3:56])[CH2:48][C:49]([NH:51][CH2:52][C:53](O)=[O:54])=[O:50].C1C=CC2N(O)N=NC=2C=1.Cl, predict the reaction product.